From a dataset of Reaction yield outcomes from USPTO patents with 853,638 reactions. Predict the reaction yield, written as a fraction of the theoretical maximum amount of product (1.0 means a 100% yield; for example, 0.34 means a 34% yield). The reactants are O.[C:2]1([OH:10])[CH:9]=[C:7]([CH3:8])[CH:6]=[C:4]([OH:5])[CH:3]=1.[Cl:11][C:12]1[C:17]([Cl:18])=[CH:16][CH:15]=[CH:14][C:13]=1[S:19](Cl)(=[O:21])=[O:20]. The catalyst is C([O-])(O)=O.[Na+].C(OCC)C. The product is [OH:5][C:4]1[CH:3]=[C:2]([O:10][S:19]([C:13]2[CH:14]=[CH:15][CH:16]=[C:17]([Cl:18])[C:12]=2[Cl:11])(=[O:21])=[O:20])[CH:9]=[C:7]([CH3:8])[CH:6]=1. The yield is 0.550.